Dataset: Forward reaction prediction with 1.9M reactions from USPTO patents (1976-2016). Task: Predict the product of the given reaction. (1) Given the reactants C1(P([N:15]=[N+:16]=[N-:17])(C2C=CC=CC=2)=O)C=CC=CC=1.N12CCCN=C1CCCCC2.O[CH2:30][C:31]1[CH:32]=[C:33]([CH2:37][CH:38]([NH:40][C:41]2[N:46]=[C:45]([NH:47][C:48]3[N:53]([CH3:54])[C:52](=[O:55])[CH:51]=[C:50]([C:56]4[CH:61]=[CH:60][CH:59]=[CH:58][CH:57]=4)[N:49]=3)[CH:44]=[CH:43][N:42]=2)C)[CH:34]=[CH:35][CH:36]=1, predict the reaction product. The product is: [N:15]([CH2:30][C:31]1[CH:32]=[C:33]([CH2:37][CH2:38][NH:40][C:41]2[N:46]=[C:45]([NH:47][C:48]3[N:53]([CH3:54])[C:52](=[O:55])[CH:51]=[C:50]([C:56]4[CH:61]=[CH:60][CH:59]=[CH:58][CH:57]=4)[N:49]=3)[CH:44]=[CH:43][N:42]=2)[CH:34]=[CH:35][CH:36]=1)=[N+:16]=[N-:17]. (2) Given the reactants [F:1][C:2]([F:21])([F:20])[C:3]1[CH:4]=[CH:5][C:6]([NH:9][C:10]2[C:11]3[CH2:19][CH2:18][NH:17][CH2:16][C:12]=3[N:13]=[CH:14][N:15]=2)=[N:7][CH:8]=1.Cl[C:23]1[C:28]([S:29]([CH3:32])(=[O:31])=[O:30])=[CH:27][CH:26]=[CH:25][N:24]=1.C(N(CC)C(C)C)(C)C, predict the reaction product. The product is: [CH3:32][S:29]([C:28]1[C:23]([N:17]2[CH2:18][CH2:19][C:11]3[C:10]([NH:9][C:6]4[CH:5]=[CH:4][C:3]([C:2]([F:20])([F:1])[F:21])=[CH:8][N:7]=4)=[N:15][CH:14]=[N:13][C:12]=3[CH2:16]2)=[N:24][CH:25]=[CH:26][CH:27]=1)(=[O:31])=[O:30]. (3) Given the reactants [CH2:1]([N:8]1[CH2:13][CH2:12][N:11]2[C:14]3[N:20]=[CH:19][CH:18]=[CH:17][C:15]=3[CH2:16][CH:10]2[CH2:9]1)[C:2]1[CH:7]=[CH:6][CH:5]=[CH:4][CH:3]=1.[Br:21]N1C(=O)CCC1=O, predict the reaction product. The product is: [CH2:1]([N:8]1[CH2:13][CH2:12][N:11]2[C:14]3[N:20]=[CH:19][C:18]([Br:21])=[CH:17][C:15]=3[CH2:16][CH:10]2[CH2:9]1)[C:2]1[CH:3]=[CH:4][CH:5]=[CH:6][CH:7]=1. (4) Given the reactants [CH:1]([C:4]1[C:8]([CH2:9][CH2:10][C:11]([O:13][CH3:14])=[O:12])=[CH:7][NH:6][N:5]=1)([CH3:3])[CH3:2].Cl[C:16]1[N:17]=[N:18][C:19]([C:22]([F:25])([F:24])[F:23])=[CH:20][CH:21]=1.[H-].[Na+].Cl, predict the reaction product. The product is: [CH:1]([C:4]1[C:8]([CH2:9][CH2:10][C:11]([O:13][CH3:14])=[O:12])=[CH:7][N:6]([C:16]2[N:17]=[N:18][C:19]([C:22]([F:25])([F:24])[F:23])=[CH:20][CH:21]=2)[N:5]=1)([CH3:3])[CH3:2]. (5) Given the reactants [OH:1][C:2]1[CH:7]=[CH:6][C:5]([CH:8]([N:10]2[C:18]3[C:13](=[CH:14][C:15]([C:19]([O:21][CH2:22][CH:23]=[CH2:24])=[O:20])=[CH:16][CH:17]=3)[C:12]([CH3:25])=[C:11]2[CH3:26])[CH3:9])=[CH:4][CH:3]=1.C1(P(C2C=CC=CC=2)C2C=CC=CC=2)C=CC=CC=1.O[C@H:47]([CH3:52])[C:48]([O:50][CH3:51])=[O:49].CC(OC(/N=N/C(OC(C)C)=O)=O)C, predict the reaction product. The product is: [CH3:51][O:50][C:48](=[O:49])[C@@H:47]([O:1][C:2]1[CH:3]=[CH:4][C:5]([CH:8]([N:10]2[C:18]3[C:13](=[CH:14][C:15]([C:19]([O:21][CH2:22][CH:23]=[CH2:24])=[O:20])=[CH:16][CH:17]=3)[C:12]([CH3:25])=[C:11]2[CH3:26])[CH3:9])=[CH:6][CH:7]=1)[CH3:52].